From a dataset of Full USPTO retrosynthesis dataset with 1.9M reactions from patents (1976-2016). Predict the reactants needed to synthesize the given product. (1) Given the product [CH3:6][O:7][C:8]1[CH:15]=[CH:14][C:11]([CH2:12][N:1]2[CH:5]=[CH:4][N:3]=[CH:2]2)=[CH:10][CH:9]=1, predict the reactants needed to synthesize it. The reactants are: [NH:1]1[CH:5]=[CH:4][N:3]=[CH:2]1.[CH3:6][O:7][C:8]1[CH:15]=[CH:14][C:11]([CH2:12]Cl)=[CH:10][CH:9]=1. (2) Given the product [F:1][C:2]1[CH:3]=[CH:4][C:5]([C:8]2[N:9]=[C:10]([C:17]([NH:21][CH:22]([C:27]([F:30])([F:29])[F:28])[C:23]([OH:25])([CH3:26])[CH3:24])=[O:19])[N:11]3[CH:16]=[CH:15][CH:14]=[CH:13][C:12]=23)=[CH:6][CH:7]=1, predict the reactants needed to synthesize it. The reactants are: [F:1][C:2]1[CH:7]=[CH:6][C:5]([C:8]2[N:9]=[C:10]([C:17]([OH:19])=O)[N:11]3[CH:16]=[CH:15][CH:14]=[CH:13][C:12]=23)=[CH:4][CH:3]=1.Cl.[NH2:21][CH:22]([C:27]([F:30])([F:29])[F:28])[C:23]([CH3:26])([OH:25])[CH3:24].CCN(C(C)C)C(C)C.C(Cl)CCl.C1C=NC2N(O)N=NC=2C=1. (3) Given the product [F:1][C:2]1[C:7]([F:8])=[CH:6][CH:5]=[CH:4][C:3]=1[C:9]1[CH:14]=[C:13]([C:15]2[CH:20]=[CH:19][C:18]([CH3:21])=[CH:17][N:16]=2)[CH:12]=[C:11]([C:22]([NH:35][C@H:33]([CH3:34])[CH2:32][N:29]2[CH2:30][CH2:31][O:26][CH2:27][CH2:28]2)=[O:23])[CH:10]=1, predict the reactants needed to synthesize it. The reactants are: [F:1][C:2]1[C:7]([F:8])=[CH:6][CH:5]=[CH:4][C:3]=1[C:9]1[CH:14]=[C:13]([C:15]2[CH:20]=[CH:19][C:18]([CH3:21])=[CH:17][N:16]=2)[CH:12]=[C:11]([C:22](O)=[O:23])[CH:10]=1.Cl.[O:26]1[CH2:31][CH2:30][N:29]([CH2:32][C@H:33]([NH2:35])[CH3:34])[CH2:28][CH2:27]1.F[P-](F)(F)(F)(F)F.C[N+](C)=C(N(C)C)ON1C2N=CC=CC=2N=N1.C(N(CC)C(C)C)(C)C.